This data is from Antibody developability classification from SAbDab with 2,409 antibodies. The task is: Regression/Classification. Given an antibody's heavy chain and light chain sequences, predict its developability. TAP uses regression for 5 developability metrics; SAbDab uses binary classification. The antibody is ['QVQLVQSGAEVKKPGSSVKVSCKASGGTFSSYAISWVRQAPGQGLEWMGGIIPIFGTANYAQKFQGRVTITADESTSTAYMELSSLRSEDTAVYYCARDPSFWAAEYFQHWGQGTLVTVSS', 'DIQLTQSPSSLSASVGDRVTITCRASQSISSYLNWYQQKPGKAPKLLIYAASSLQSGVPSRFSGSGSGTDFTLTISSLQPEDFATYYCQQSYSTPRTFGQGTKVEIK']. Result: 1 (developable).